This data is from Forward reaction prediction with 1.9M reactions from USPTO patents (1976-2016). The task is: Predict the product of the given reaction. (1) The product is: [C:1]([O:5][C:6]([N:7]1[CH2:8][CH2:9][O:13][C@H:12]([C:14]2[CH:19]=[CH:18][C:17]([Cl:20])=[C:16]([F:21])[CH:15]=2)[CH2:11]1)=[O:22])([CH3:4])([CH3:3])[CH3:2]. Given the reactants [C:1]([O:5][C:6](=[O:22])[N:7]([CH2:11][C@@H:12]([C:14]1[CH:19]=[CH:18][C:17]([Cl:20])=[C:16]([F:21])[CH:15]=1)[OH:13])[CH2:8][CH2:9]O)([CH3:4])([CH3:3])[CH3:2].C1(P(C2C=CC=CC=2)C2C=CC=CC=2)C=CC=CC=1.N(C(OC(C)C)=O)=NC(OC(C)C)=O, predict the reaction product. (2) Given the reactants BrC1[Se:3]C(Br)=C2C=1C=[C:7]([C:10]([O:12][CH:13]([CH2:19]C)CCCCC)=[O:11])S2.[BH4-].[Na+:23].[Se].ClCC1[Se]C(C(OC)=[O:35])=CC=1CCl.[SeH]C1C=C[Se]C=1[SeH].[Se]1C2C=CC=CC=2CC1.OO, predict the reaction product. The product is: [Se-2:3].[Na+:23].[Na+:23].[C:13]([O:12][C:10](=[O:11])[CH3:7])(=[O:35])[CH3:19].